From a dataset of Forward reaction prediction with 1.9M reactions from USPTO patents (1976-2016). Predict the product of the given reaction. Given the reactants Br[C:2]1[CH:11]=[C:10]2[C:5]([N:6]=[CH:7][CH:8]=[N:9]2)=[C:4]([C:12]([NH:14][CH2:15][C:16]([O:18]CC)=[O:17])=[O:13])[C:3]=1[OH:21].[N:22]1[CH:27]=[C:26](B(O)O)[CH:25]=[N:24][CH:23]=1.C(=O)([O-])[O-].[K+].[K+], predict the reaction product. The product is: [OH:21][C:3]1[C:4]([C:12]([NH:14][CH2:15][C:16]([OH:18])=[O:17])=[O:13])=[C:5]2[C:10](=[CH:11][C:2]=1[C:26]1[CH:27]=[N:22][CH:23]=[N:24][CH:25]=1)[N:9]=[CH:8][CH:7]=[N:6]2.